Dataset: Full USPTO retrosynthesis dataset with 1.9M reactions from patents (1976-2016). Task: Predict the reactants needed to synthesize the given product. Given the product [F:13][C:10]1([F:14])[CH2:11][CH2:12][N:8]([C:4]2[CH:5]=[CH:6][CH:7]=[C:2]([B:18]3[O:19][C:20]([CH3:22])([CH3:21])[C:16]([CH3:32])([CH3:15])[O:17]3)[CH:3]=2)[CH2:9]1, predict the reactants needed to synthesize it. The reactants are: Br[C:2]1[CH:3]=[C:4]([N:8]2[CH2:12][CH2:11][C:10]([F:14])([F:13])[CH2:9]2)[CH:5]=[CH:6][CH:7]=1.[CH3:15][C:16]1([CH3:32])[C:20]([CH3:22])([CH3:21])[O:19][B:18]([B:18]2[O:19][C:20]([CH3:22])([CH3:21])[C:16]([CH3:32])([CH3:15])[O:17]2)[O:17]1.CC([O-])=O.[K+].